This data is from Forward reaction prediction with 1.9M reactions from USPTO patents (1976-2016). The task is: Predict the product of the given reaction. (1) The product is: [Cl:22][C:16]1[CH:15]=[C:14]([N:8]2[CH:4]([CH2:3][O:2][CH3:1])[C:5](=[O:12])[C:6]([CH3:10])([CH3:11])[C:7]2=[O:9])[CH:21]=[CH:20][C:17]=1[C:18]#[N:19]. Given the reactants [CH3:1][O:2][CH2:3][CH:4]1[NH:8][C:7](=[O:9])[C:6]([CH3:11])([CH3:10])[C:5]1=[O:12].Br[C:14]1[CH:21]=[CH:20][C:17]([C:18]#[N:19])=[C:16]([Cl:22])[CH:15]=1.C(=O)([O-])[O-].[Cs+].[Cs+].C1(P(C2C=CC=CC=2)C2C3OC4C(=CC=CC=4P(C4C=CC=CC=4)C4C=CC=CC=4)C(C)(C)C=3C=CC=2)C=CC=CC=1, predict the reaction product. (2) The product is: [CH3:12][O:13][C:14](=[O:26])[CH2:15][C@H:16]1[C:20]2[CH:21]=[CH:22][C:23]([O:11][C@H:7]3[C:8]4[C:4](=[CH:3][C:2]([Cl:1])=[CH:10][CH:9]=4)[CH2:5][CH2:6]3)=[CH:24][C:19]=2[O:18][CH2:17]1. Given the reactants [Cl:1][C:2]1[CH:3]=[C:4]2[C:8](=[CH:9][CH:10]=1)[C@@H:7]([OH:11])[CH2:6][CH2:5]2.[CH3:12][O:13][C:14](=[O:26])[CH2:15][C@H:16]1[C:20]2[CH:21]=[CH:22][C:23](O)=[CH:24][C:19]=2[O:18][CH2:17]1, predict the reaction product.